This data is from NCI-60 drug combinations with 297,098 pairs across 59 cell lines. The task is: Regression. Given two drug SMILES strings and cell line genomic features, predict the synergy score measuring deviation from expected non-interaction effect. Drug 1: CN1C(=O)N2C=NC(=C2N=N1)C(=O)N. Drug 2: C1=CN(C=N1)CC(O)(P(=O)(O)O)P(=O)(O)O. Cell line: U251. Synergy scores: CSS=-4.09, Synergy_ZIP=0.891, Synergy_Bliss=-4.23, Synergy_Loewe=-5.04, Synergy_HSA=-7.85.